Predict the reactants needed to synthesize the given product. From a dataset of Full USPTO retrosynthesis dataset with 1.9M reactions from patents (1976-2016). (1) Given the product [Si:20]([O:13][CH2:12][C:10]1[N:9]=[CH:8][N:7]([CH2:6][O:5][CH2:4][CH2:3][Si:2]([CH3:15])([CH3:14])[CH3:1])[CH:11]=1)([C:17]([CH3:19])([CH3:18])[CH3:16])([C:27]1[CH:28]=[CH:29][CH:30]=[CH:31][CH:32]=1)[C:21]1[CH:26]=[CH:25][CH:24]=[CH:23][CH:22]=1, predict the reactants needed to synthesize it. The reactants are: [CH3:1][Si:2]([CH3:15])([CH3:14])[CH2:3][CH2:4][O:5][CH2:6][N:7]1[CH:11]=[C:10]([CH2:12][OH:13])[N:9]=[CH:8]1.[CH3:16][C:17]([Si:20](Cl)([C:27]1[CH:32]=[CH:31][CH:30]=[CH:29][CH:28]=1)[C:21]1[CH:26]=[CH:25][CH:24]=[CH:23][CH:22]=1)([CH3:19])[CH3:18]. (2) Given the product [Cl:35][C:27]1[CH:28]=[CH:29][CH:30]=[C:31]([CH:32]2[CH2:33][CH2:34]2)[C:26]=1[CH2:25][N:16]1[C:17]2[C:22](=[C:21]([F:23])[CH:20]=[CH:19][CH:18]=2)[C:14]([C:3]2[C:2]([F:1])=[CH:11][C:6]([C:7]([O:9][CH3:10])=[O:8])=[C:5]([O:12][CH3:13])[CH:4]=2)=[N:15]1, predict the reactants needed to synthesize it. The reactants are: [F:1][C:2]1[C:3]([C:14]2[C:22]3[C:17](=[CH:18][CH:19]=[CH:20][C:21]=3[F:23])[NH:16][N:15]=2)=[CH:4][C:5]([O:12][CH3:13])=[C:6]([CH:11]=1)[C:7]([O:9][CH3:10])=[O:8].Br[CH2:25][C:26]1[C:31]([CH:32]2[CH2:34][CH2:33]2)=[CH:30][CH:29]=[CH:28][C:27]=1[Cl:35].C([O-])([O-])=O.[Cs+].[Cs+]. (3) Given the product [CH2:19]([N:11]([S:8]([C:4]1[CH:5]=[CH:6][CH:7]=[C:2]([F:1])[CH:3]=1)(=[O:10])=[O:9])[C:12](=[CH2:17])[C:13]([OH:15])=[O:14])[CH3:20], predict the reactants needed to synthesize it. The reactants are: [F:1][C:2]1[CH:3]=[C:4]([S:8]([N:11]([CH2:19][CH3:20])[C@@H:12]([CH2:17]O)[C:13]([O:15]C)=[O:14])(=[O:10])=[O:9])[CH:5]=[CH:6][CH:7]=1.[OH-].[Na+]. (4) The reactants are: CCN=C=NCCCN(C)C.C1C=NC2N(O)N=NC=2C=1.C(N(CC)CC)C.[C:29]([C:32]1[CH:33]=[C:34]([NH:38][CH:39]([C:43]2[CH:48]=[CH:47][C:46]([CH2:49][CH2:50][OH:51])=[C:45]([CH2:52][CH3:53])[CH:44]=2)[C:40](O)=[O:41])[CH:35]=[CH:36][CH:37]=1)(=[O:31])[NH2:30].[CH:54]([S:57][C:58]1[CH:64]=[CH:63][C:61]([NH2:62])=[CH:60][C:59]=1[CH2:65][NH:66][CH3:67])([CH3:56])[CH3:55]. Given the product [NH2:62][C:61]1[CH:63]=[CH:64][C:58]([S:57][CH:54]([CH3:56])[CH3:55])=[C:59]([CH:60]=1)[CH2:65][N:66]([CH3:67])[C:40](=[O:41])[CH:39]([NH:38][C:34]1[CH:33]=[C:32]([CH:37]=[CH:36][CH:35]=1)[C:29]([NH2:30])=[O:31])[C:43]1[CH:48]=[CH:47][C:46]([CH2:49][CH2:50][OH:51])=[C:45]([CH2:52][CH3:53])[CH:44]=1, predict the reactants needed to synthesize it. (5) Given the product [CH3:1][C:2]1[C:6]([NH:18][C:21](=[O:30])[O:44][C:41]([CH3:43])([CH3:42])[CH3:40])=[CH:5][N:4]([C:10]2[CH:11]=[N:12][CH:13]=[CH:14][CH:15]=2)[N:3]=1, predict the reactants needed to synthesize it. The reactants are: [CH3:1][C:2]1[C:6](C(O)=O)=[CH:5][N:4]([C:10]2[CH:11]=[N:12][CH:13]=[CH:14][CH:15]=2)[N:3]=1.C([N:18]([CH2:21]C)CC)C.C1(P(N=[N+]=[N-])(C2C=CC=CC=2)=[O:30])C=CC=CC=1.[CH3:40][C:41]([OH:44])([CH3:43])[CH3:42].